From a dataset of Reaction yield outcomes from USPTO patents with 853,638 reactions. Predict the reaction yield, written as a fraction of the theoretical maximum amount of product (1.0 means a 100% yield; for example, 0.34 means a 34% yield). (1) The reactants are [F:1][C:2]1[CH:8]=[CH:7][C:6]([C:9]([F:12])([F:11])[F:10])=[CH:5][C:3]=1[NH2:4].C(N(CC)CC)C.ClC(Cl)(O[C:24](=[O:30])OC(Cl)(Cl)Cl)Cl.[F:32][C:33]1[CH:38]=[C:37]([B:39]2[O:43][C:42]([CH3:45])([CH3:44])[C:41]([CH3:47])([CH3:46])[O:40]2)[CH:36]=[CH:35][C:34]=1[NH2:48]. The catalyst is C(Cl)Cl.O. The product is [F:32][C:33]1[CH:38]=[C:37]([B:39]2[O:43][C:42]([CH3:44])([CH3:45])[C:41]([CH3:47])([CH3:46])[O:40]2)[CH:36]=[CH:35][C:34]=1[NH:48][C:24]([NH:4][C:3]1[CH:5]=[C:6]([C:9]([F:10])([F:11])[F:12])[CH:7]=[CH:8][C:2]=1[F:1])=[O:30]. The yield is 0.340. (2) The reactants are C1COCC1.Br.[CH3:7][N:8]([CH2:10][CH2:11][CH2:12][P+](C1C=CC=CC=1)(C1C=CC=CC=1)C1C=CC=CC=1)[CH3:9].O=[C:33]1[C:42]2[CH:43]=[CH:44][CH:45]=[CH:46][C:41]=2[CH2:40][CH2:39][C:38]2[CH:37]=[C:36]([CH:47]=[CH:48][C:49]([O:51][CH2:52][CH3:53])=[O:50])[S:35][C:34]1=2.[ClH:54].O1CCOCC1. The catalyst is O1CCOCC1. The product is [ClH:54].[CH3:7][N:8]([CH3:9])[CH2:10][CH2:11]/[CH:12]=[C:33]1\[C:34]2[S:35][C:36](/[CH:47]=[CH:48]/[C:49]([O:51][CH2:52][CH3:53])=[O:50])=[CH:37][C:38]=2[CH2:39][CH2:40][C:41]2[CH:46]=[CH:45][CH:44]=[CH:43][C:42]\1=2. The yield is 0.0600. (3) The reactants are Br[C:2]1[C:11]2[C:6](=[CH:7][CH:8]=[CH:9][CH:10]=2)[CH:5]=[C:4]([C:12]2C3C([C:19]4[CH:20]=[CH:21][CH:22]=[CH:23][C:24]=4[CH:25]=2)=CC=CC=3)[CH:3]=1.C([Li])CCC.[B:31](OC(C)C)([O:36]C(C)C)[O:32]C(C)C.Cl.[CH3:45][CH2:46][CH2:47][CH2:48][CH2:49][CH3:50]. The catalyst is ClCCl.C1COCC1. The product is [CH:23]1[C:24]2[CH:25]=[C:12]([C:4]3[CH:5]=[C:6]([B:31]([OH:36])[OH:32])[C:7]4[C:2](=[CH:11][CH:10]=[CH:9][CH:8]=4)[CH:3]=3)[C:46]3[C:47](=[CH:48][CH:49]=[CH:50][CH:45]=3)[C:19]=2[CH:20]=[CH:21][CH:22]=1. The yield is 0.370. (4) The reactants are [CH:1]1[C:9]2[C:8]3[CH:10]=[CH:11][CH:12]=[CH:13][C:7]=3[S:6][C:5]=2[C:4]([C:14]2[CH:15]=[C:16](O)[CH:17]=[CH:18][CH:19]=2)=[CH:3][CH:2]=1.C(N(CC)CC)C.[C:28](Cl)(=[O:32])[C:29]([CH3:31])=[CH2:30].[OH2:34]. The catalyst is C(Cl)Cl. The product is [C:28]([O:32][C:19]1[CH:18]=[CH:17][CH:16]=[CH:15][C:14]=1[C:4]1[C:5]2[S:6][C:7]3[CH:13]=[CH:12][CH:11]=[CH:10][C:8]=3[C:9]=2[CH:1]=[CH:2][CH:3]=1)(=[O:34])[C:29]([CH3:31])=[CH2:30]. The yield is 0.780. (5) The yield is 0.641. The reactants are C(OC(=O)[NH:7][CH2:8][CH2:9][CH2:10][CH2:11][C@H:12]([NH:27][C:28]([CH:30]1[CH2:34][CH2:33][CH2:32][CH2:31]1)=[O:29])[C:13](=[O:26])[CH2:14][O:15][C:16]1[C:21]([F:22])=[C:20]([F:23])[CH:19]=[C:18]([F:24])[C:17]=1[F:25])(C)(C)C.[ClH:36].CC(=O)OCC. The catalyst is CC(=O)OCC.O. The product is [ClH:36].[NH2:7][CH2:8][CH2:9][CH2:10][CH2:11][C@H:12]([NH:27][C:28]([CH:30]1[CH2:31][CH2:32][CH2:33][CH2:34]1)=[O:29])[C:13](=[O:26])[CH2:14][O:15][C:16]1[C:21]([F:22])=[C:20]([F:23])[CH:19]=[C:18]([F:24])[C:17]=1[F:25]. (6) The product is [NH2:1][C:2]1[N:10]=[CH:9][N:8]=[C:7]2[C:3]=1[N:4]=[CH:5][N:6]2[C:11]1[C@H:15]([OH:16])[C@H:14]([OH:18])[C@@H:13]([CH2:21][OH:22])[CH:12]=1. The reactants are [NH2:1][C:2]1[N:10]=[CH:9][N:8]=[C:7]2[C:3]=1[N:4]=[CH:5][N:6]2[C:11]1[C@@H:15]2[O:16]C(C)(C)[O:18][C@@H:14]2[C@@H:13]([CH2:21][OH:22])[CH:12]=1.Cl. The catalyst is CO. The yield is 0.900.